Dataset: Catalyst prediction with 721,799 reactions and 888 catalyst types from USPTO. Task: Predict which catalyst facilitates the given reaction. (1) Reactant: [F:1][C:2]1[CH:3]=[C:4]([C:9]2[N:14]=[C:13]3[C:15]([CH2:18][NH2:19])=[CH:16][O:17][C:12]3=[CH:11][CH:10]=2)[CH:5]=[C:6]([F:8])[CH:7]=1.Cl[C:21]1[CH:22]=[CH:23][N:24]=[C:25]2[C:30]=1[N:29]=[CH:28][C:27]([O:31][CH3:32])=[CH:26]2.P([O-])([O-])([O-])=O.[K+].[K+].[K+].C1(P(C2C=CC=CC=2)C2C=CC3C(=CC=CC=3)C=2C2C3C(=CC=CC=3)C=CC=2P(C2C=CC=CC=2)C2C=CC=CC=2)C=CC=CC=1. Product: [F:1][C:2]1[CH:3]=[C:4]([C:9]2[N:14]=[C:13]3[C:15]([CH2:18][NH:19][C:21]4[C:30]5[C:25](=[CH:26][C:27]([O:31][CH3:32])=[CH:28][N:29]=5)[N:24]=[CH:23][CH:22]=4)=[CH:16][O:17][C:12]3=[CH:11][CH:10]=2)[CH:5]=[C:6]([F:8])[CH:7]=1. The catalyst class is: 110. (2) Reactant: [CH3:1][C:2]([CH3:39])([C@H:4]([N:7]([C:20](=[O:38])[C:21]1[CH:26]=[CH:25][C:24]([CH:27]=O)=[C:23]([B:29]2OC(C)(C)C(C)(C)[O:30]2)[CH:22]=1)[NH:8][C:9](=[O:19])[C:10]1[CH:15]=[CH:14][CH:13]=[C:12]([O:16][CH3:17])[C:11]=1[CH3:18])[CH2:5][CH3:6])[CH3:3].O.[NH2:41][NH2:42]. Product: [CH3:1][C:2]([CH3:39])([C@H:4]([N:7]([C:20]([C:21]1[CH:26]=[CH:25][C:24]2[CH:27]=[N:42][NH:41][B:29]([OH:30])[C:23]=2[CH:22]=1)=[O:38])[NH:8][C:9](=[O:19])[C:10]1[CH:15]=[CH:14][CH:13]=[C:12]([O:16][CH3:17])[C:11]=1[CH3:18])[CH2:5][CH3:6])[CH3:3]. The catalyst class is: 14. (3) The catalyst class is: 12. Reactant: Br[C:2]1(C(O)=O)[NH:6][CH:5]=[CH:4][S:3]1.[NH:10]1[CH2:15][CH2:14][NH:13][CH2:12][CH2:11]1.[C:16]([O-])([O-:18])=[O:17].[K+].[K+]. Product: [N:10]1([C:2]2[S:3][C:4]([C:16]([OH:18])=[O:17])=[CH:5][N:6]=2)[CH2:15][CH2:14][NH:13][CH2:12][CH2:11]1. (4) Reactant: C(OC([N:8]1[CH2:12][CH2:11][CH2:10][CH:9]1[CH2:13][NH:14][C:15]1[CH:20]=[CH:19][C:18]([C:21](=[O:27])[N:22]([CH2:25][CH3:26])[CH2:23][CH3:24])=[CH:17][C:16]=1[O:28][C:29]1[CH:34]=[CH:33][CH:32]=[CH:31][CH:30]=1)=O)(C)(C)C.C(O)(C(F)(F)F)=O. Product: [CH2:25]([N:22]([CH2:23][CH3:24])[C:21](=[O:27])[C:18]1[CH:19]=[CH:20][C:15]([NH:14][CH2:13][C@@H:9]2[CH2:10][CH2:11][CH2:12][NH:8]2)=[C:16]([O:28][C:29]2[CH:30]=[CH:31][CH:32]=[CH:33][CH:34]=2)[CH:17]=1)[CH3:26]. The catalyst class is: 2. (5) Reactant: [F:1][C:2]1[CH:19]=[CH:18][C:5]([CH2:6][C:7]2[N:12]=[CH:11][C:10]3[C:13]([CH3:17])([CH3:16])[CH2:14][NH:15][C:9]=3[CH:8]=2)=[CH:4][CH:3]=1.C(N(C(C)C)CC)(C)C.ClCC(Cl)=O.[C:34]([O:38][C:39]([N:41]1[CH2:46][C@H:45]([CH2:47][N:48]2[CH2:53][CH2:52][O:51][CH2:50][CH2:49]2)[N:44]([CH2:54][C:55](O)=[O:56])[CH2:43][C@H:42]1[CH3:58])=[O:40])([CH3:37])([CH3:36])[CH3:35]. Product: [C:34]([O:38][C:39]([N:41]1[CH2:46][C@H:45]([CH2:47][N:48]2[CH2:49][CH2:50][O:51][CH2:52][CH2:53]2)[N:44]([CH2:54][C:55]([N:15]2[C:9]3[CH:8]=[C:7]([CH2:6][C:5]4[CH:4]=[CH:3][C:2]([F:1])=[CH:19][CH:18]=4)[N:12]=[CH:11][C:10]=3[C:13]([CH3:17])([CH3:16])[CH2:14]2)=[O:56])[CH2:43][C@H:42]1[CH3:58])=[O:40])([CH3:37])([CH3:36])[CH3:35]. The catalyst class is: 2. (6) Reactant: OC(C(F)(F)F)=O.[N:8]1([C:15]([C:17]2[CH:18]=[C:19]([CH:32]=[CH:33][C:34]=2[F:35])[CH2:20][C:21]2[C:30]3[C:25](=[CH:26][CH:27]=[CH:28][CH:29]=3)[C:24](=[O:31])[NH:23][N:22]=2)=[O:16])[CH2:14][CH2:13][CH2:12][NH:11][CH2:10][CH2:9]1.[O:36]1[CH:40]=[CH:39][CH:38]=[C:37]1[C:41](=[O:45])[C:42](O)=[O:43].CCN(C(C)C)C(C)C.CN(C(ON1N=NC2C=CC=NC1=2)=[N+](C)C)C.F[P-](F)(F)(F)(F)F. Product: [F:35][C:34]1[CH:33]=[CH:32][C:19]([CH2:20][C:21]2[C:30]3[C:25](=[CH:26][CH:27]=[CH:28][CH:29]=3)[C:24](=[O:31])[NH:23][N:22]=2)=[CH:18][C:17]=1[C:15]([N:8]1[CH2:14][CH2:13][CH2:12][N:11]([C:42](=[O:43])[C:41]([C:37]2[O:36][CH:40]=[CH:39][CH:38]=2)=[O:45])[CH2:10][CH2:9]1)=[O:16]. The catalyst class is: 3. (7) Reactant: N1([CH2:8][CH2:9][N:10]2[CH2:15][CH2:14][CH:13]([NH:16][C:17]([C:19]3[NH:20][C:21]4[C:26]([CH:27]=3)=[C:25]([O:28][CH2:29][CH:30]([CH3:32])[CH3:31])[CH:24]=[CH:23][CH:22]=4)=[O:18])[CH2:12][CH2:11]2)CCCCCC1.C(N1CCC(N)CC1)[C:34]1[CH:39]=[CH:38]C=[CH:36][CH:35]=1.CN(C(ON1N=NC2C=CC=CC1=2)=[N+](C)C)C.[B-](F)(F)(F)F.C(N(C(C)C)C(C)C)C. Product: [CH2:9]([N:10]1[CH2:15][CH2:14][CH:13]([NH:16][C:17]([C:19]2[NH:20][C:21]3[C:26]([CH:27]=2)=[C:25]([O:28][CH2:29][CH:30]([CH3:31])[CH3:32])[CH:24]=[CH:23][CH:22]=3)=[O:18])[CH2:12][CH2:11]1)[C:8]1[CH:38]=[CH:39][CH:34]=[CH:35][CH:36]=1. The catalyst class is: 3. (8) Reactant: [CH2:1]([O:3][C:4]1[CH:14]=[CH:13][CH:12]=[C:11]([CH2:15][CH2:16][CH2:17][CH2:18][CH2:19][CH2:20][CH2:21][CH2:22][CH2:23][CH2:24][CH2:25][CH2:26][CH2:27][CH2:28][CH3:29])[C:5]=1[C:6]([O:8]CC)=[O:7])[CH3:2].CC(C)([O-])C.[K+].CCCCCC.C(OCC)(=O)C.Cl. Product: [CH2:1]([O:3][C:4]1[CH:14]=[CH:13][CH:12]=[C:11]([CH2:15][CH2:16][CH2:17][CH2:18][CH2:19][CH2:20][CH2:21][CH2:22][CH2:23][CH2:24][CH2:25][CH2:26][CH2:27][CH2:28][CH3:29])[C:5]=1[C:6]([OH:8])=[O:7])[CH3:2]. The catalyst class is: 16. (9) Reactant: Br[C:2]1[C:10]([F:11])=[CH:9][CH:8]=[C:7]2[C:3]=1[CH2:4][CH2:5][C:6]2=[O:12].[Cu][C:14]#[N:15]. Product: [F:11][C:10]1[CH:9]=[CH:8][C:7]2[C:6](=[O:12])[CH2:5][CH2:4][C:3]=2[C:2]=1[C:14]#[N:15]. The catalyst class is: 3.